Dataset: Reaction yield outcomes from USPTO patents with 853,638 reactions. Task: Predict the reaction yield, written as a fraction of the theoretical maximum amount of product (1.0 means a 100% yield; for example, 0.34 means a 34% yield). (1) The reactants are [N:1]1([C:8]2[CH:9]=[CH:10][C:11]3[N:18]4[CH2:19][C@H:14]([CH2:15][CH2:16][CH2:17]4)[N:13]([C:20]([NH:22][C:23]4[CH:28]=[CH:27][N:26]=[CH:25][N:24]=4)=[O:21])[C:12]=3[N:29]=2)[CH2:7][CH2:6][CH2:5][NH:4][CH2:3][CH2:2]1.C(=O)([O-])[O-].[Na+].[Na+].FC(F)(F)S(O[CH2:42][C:43]([F:46])([F:45])[F:44])(=O)=O. The catalyst is CN(C=O)C.ClCCl. The product is [N:26]1[CH:27]=[CH:28][C:23]([NH:22][C:20]([N:13]2[C@@H:14]3[CH2:19][N:18]([CH2:17][CH2:16][CH2:15]3)[C:11]3[CH:10]=[CH:9][C:8]([N:1]4[CH2:7][CH2:6][CH2:5][N:4]([CH2:42][C:43]([F:46])([F:45])[F:44])[CH2:3][CH2:2]4)=[N:29][C:12]2=3)=[O:21])=[N:24][CH:25]=1. The yield is 0.160. (2) The reactants are [C:1]([O:5][C:6]([N:8]1[CH2:13][CH2:12][N:11]([C:14]2[N:19]=[CH:18][C:17]([C:20]3[CH:21]=[C:22]([C:34]([OH:36])=O)[C:23]4[C:24]([CH3:33])=[CH:25][N:26]([CH:29]([CH2:31][CH3:32])[CH3:30])[C:27]=4[CH:28]=3)=[CH:16][CH:15]=2)[CH2:10][CH2:9]1)=[O:7])([CH3:4])([CH3:3])[CH3:2].[NH2:37][CH2:38][C:39]1[C:44](=[O:45])[CH:43]=[C:42]([CH3:46])[NH:41][C:40]=1[CH3:47].C(N(CC)CC)C.C1CN([P+](ON2N=NC3C=CC=CC2=3)(N2CCCC2)N2CCCC2)CC1.F[P-](F)(F)(F)(F)F. The catalyst is CS(C)=O.O. The product is [CH:29]([N:26]1[C:27]2[C:23](=[C:22]([C:34](=[O:36])[NH:37][CH2:38][C:39]3[C:44](=[O:45])[CH:43]=[C:42]([CH3:46])[NH:41][C:40]=3[CH3:47])[CH:21]=[C:20]([C:17]3[CH:16]=[CH:15][C:14]([N:11]4[CH2:12][CH2:13][N:8]([C:6]([O:5][C:1]([CH3:2])([CH3:4])[CH3:3])=[O:7])[CH2:9][CH2:10]4)=[N:19][CH:18]=3)[CH:28]=2)[C:24]([CH3:33])=[CH:25]1)([CH2:31][CH3:32])[CH3:30]. The yield is 0.260. (3) The reactants are [CH3:1][O:2][C:3]1[CH:4]=[C:5]([CH:9]=[CH:10][CH:11]=1)[CH2:6][CH2:7][NH2:8].[C:12]([O:16][C:17]([NH:19][CH2:20][CH2:21][C:22](O)=[O:23])=[O:18])([CH3:15])([CH3:14])[CH3:13].OC1C2N=NNC=2C=CC=1.C(N(CC)CC)C.C(N=C=NCCCN(C)C)C. The catalyst is O.C(OCC)(=O)C. The product is [CH3:1][O:2][C:3]1[CH:4]=[C:5]([CH:9]=[CH:10][CH:11]=1)[CH2:6][CH2:7][NH:8][C:22](=[O:23])[CH2:21][CH2:20][NH:19][C:17](=[O:18])[O:16][C:12]([CH3:13])([CH3:14])[CH3:15]. The yield is 0.660. (4) The reactants are Br[C:2]1[C:3]2[C:8]([C:9]3[CH:10]=[CH:11][CH:12]=[CH:13][C:14]=3[CH:15]=1)=[CH:7][CH:6]=[CH:5][CH:4]=2.C([Li])CCC.C([O:24][B:25](OC(C)C)[O:26]C(C)C)(C)C.Cl. The catalyst is CCOCC.CCCCCC. The product is [CH:13]1[C:14]2[CH:15]=[C:2]([B:25]([OH:26])[OH:24])[C:3]3[C:8](=[CH:7][CH:6]=[CH:5][CH:4]=3)[C:9]=2[CH:10]=[CH:11][CH:12]=1. The yield is 0.780. (5) The reactants are [CH3:1][O:2][C:3]([C@@H:5]([N:13]1[CH2:21][C:17]2[CH:18]=[CH:19][S:20][C:16]=2[CH2:15][CH2:14]1)[C:6]1[CH:7]=[CH:8][CH:9]=[CH:10][C:11]=1[Cl:12])=[O:4].[S:22](=[O:26])(=[O:25])([OH:24])[OH:23]. The catalyst is C(Cl)(Cl)Cl. The product is [CH3:1][O:2][C:3]([C@@H:5]([N:13]1[CH2:21][C:17]2[CH:18]=[CH:19][S:20][C:16]=2[CH2:15][CH2:14]1)[C:6]1[C:11]([Cl:12])=[CH:10][CH:9]=[CH:8][CH:7]=1)=[O:4].[OH:25][S:22]([OH:26])(=[O:24])=[O:23]. The yield is 0.880. (6) The reactants are [C:1]([C:5]1[CH:6]=[C:7]2[C:12](=[CH:13][CH:14]=1)[N:11]=[C:10]1[S:15][C:16]([C:18](O)=[O:19])=[CH:17][C:9]1=[CH:8]2)([CH3:4])([CH3:3])[CH3:2].[N:21]([CH2:24][CH:25]([NH2:32])[C:26]1[CH:31]=[CH:30][CH:29]=[CH:28][CH:27]=1)=[N+:22]=[N-:23].C(N(C(C)C)CC)(C)C. The catalyst is S(Cl)(Cl)=O.C(Cl)Cl.CN(C=O)C.C(Cl)Cl. The product is [N:21]([CH2:24][C@@H:25]([NH:32][C:18]([C:16]1[S:15][C:10]2=[N:11][C:12]3[C:7]([CH:8]=[C:9]2[CH:17]=1)=[CH:6][C:5]([C:1]([CH3:2])([CH3:3])[CH3:4])=[CH:14][CH:13]=3)=[O:19])[C:26]1[CH:27]=[CH:28][CH:29]=[CH:30][CH:31]=1)=[N+:22]=[N-:23]. The yield is 0.840.